From a dataset of Human intestinal absorption (HIA) binary classification data from Hou et al.. Regression/Classification. Given a drug SMILES string, predict its absorption, distribution, metabolism, or excretion properties. Task type varies by dataset: regression for continuous measurements (e.g., permeability, clearance, half-life) or binary classification for categorical outcomes (e.g., BBB penetration, CYP inhibition). Dataset: hia_hou. (1) The molecule is NC12CC3CC(CC(C3)C1)C2. The result is 1 (good absorption). (2) The drug is O=C1CN2Cc3c(ccc(Cl)c3Cl)N=C2N1. The result is 1 (good absorption). (3) The compound is COc1ccc([C@]2(C#N)CC[C@H](C(=O)O)CC2)cc1OC1CCCC1. The result is 1 (good absorption). (4) The compound is CC(C)[N+](C)(CCOC(=O)C1c2ccccc2Oc2ccccc21)C(C)C. The result is 0 (poor absorption). (5) The compound is CC(=O)Oc1ccccc1C(=O)O. The result is 1 (good absorption). (6) The compound is CN1CCC(=C2c3ccccc3C=Cc3ccccc32)CC1. The result is 1 (good absorption).